Dataset: TCR-epitope binding with 47,182 pairs between 192 epitopes and 23,139 TCRs. Task: Binary Classification. Given a T-cell receptor sequence (or CDR3 region) and an epitope sequence, predict whether binding occurs between them. (1) The epitope is EHPTFTSQYRIQGKL. The TCR CDR3 sequence is CSARAAYIGGAREQYF. Result: 1 (the TCR binds to the epitope). (2) The epitope is QYDPVAALF. The TCR CDR3 sequence is CASSLTTPRYQDTQYF. Result: 0 (the TCR does not bind to the epitope). (3) The epitope is LLWNGPMAV. The TCR CDR3 sequence is CASSYSSSGGAYEQYF. Result: 1 (the TCR binds to the epitope). (4) The epitope is IQYIDIGNY. The TCR CDR3 sequence is CASSSQGNQPQHF. Result: 1 (the TCR binds to the epitope). (5) The epitope is HLVDFQVTI. The TCR CDR3 sequence is CASSDGPAYEQYF. Result: 0 (the TCR does not bind to the epitope). (6) The epitope is TPRVTGGGAM. The TCR CDR3 sequence is CASSEGGTNQPQHF. Result: 0 (the TCR does not bind to the epitope). (7) The epitope is AYILFTRFFYV. The TCR CDR3 sequence is CASSPPGRINEKLFF. Result: 1 (the TCR binds to the epitope).